Dataset: HIV replication inhibition screening data with 41,000+ compounds from the AIDS Antiviral Screen. Task: Binary Classification. Given a drug SMILES string, predict its activity (active/inactive) in a high-throughput screening assay against a specified biological target. (1) The drug is c1ccc(-c2nnc(-c3nsc4ccccc34)o2)cc1. The result is 0 (inactive). (2) The compound is OC1COC2CC(Nc3ccccn3)OC12. The result is 0 (inactive). (3) The result is 0 (inactive). The drug is CNC(=O)Nn1c(SC)nc2ccccc21. (4) The compound is Nc1c(S(=O)(=O)O)cc(Nc2ccc(S(=O)(=O)O)c(Nc3nc(Cl)nc(Cl)n3)c2)c2c1C(=O)c1ccccc1C2=O. The result is 0 (inactive). (5) The compound is Cc1cc(C)nc(NS(=O)(=O)c2ccc(NC(=O)c3ccc(Cl)c4c(Nc5ccc(S(=O)(=O)NC(=N)N)cc5)c5ccccc5nc34)cc2)n1. The result is 0 (inactive). (6) The drug is COc1ccc(CN2COc3c(ccc4cccnc34)C2)cc1. The result is 0 (inactive). (7) The drug is O=c1ccn(C2OC(CO)C(O)C2F)c(=O)n1Cc1ccccc1. The result is 0 (inactive). (8) The molecule is CCOC(=O)CCC(NC(=O)C(CC(=O)OC)NC(=O)OCc1ccccc1)C(=O)NC(CC(=O)OC)C(=O)NC(CCC(=O)OCC)C(=O)NC(CC(=O)OC)C(=O)NC(CCC(=O)OCC)C(=O)NC(CC(=O)OCC)C(=O)OCC. The result is 0 (inactive). (9) The drug is O=C1C=C2C3c4c(cc(O)cc4C4c5c(O)cc6c(c5C5C(c7ccc(O)cc7)C1C(=O)C25C4c1ccc(O)cc1)C(c1cc(O)cc(O)c1)C(c1ccc(O)cc1)O6)OC3c1ccc(O)cc1. The result is 0 (inactive).